This data is from Peptide-MHC class I binding affinity with 185,985 pairs from IEDB/IMGT. The task is: Regression. Given a peptide amino acid sequence and an MHC pseudo amino acid sequence, predict their binding affinity value. This is MHC class I binding data. (1) The peptide sequence is NSISNVQNLQ. The MHC is H-2-Db with pseudo-sequence H-2-Db. The binding affinity (normalized) is 0.176. (2) The peptide sequence is TRDHVNLVL. The MHC is HLA-A02:11 with pseudo-sequence HLA-A02:11. The binding affinity (normalized) is 0.0847. (3) The peptide sequence is LAILFEEVMR. The MHC is HLA-A68:01 with pseudo-sequence HLA-A68:01. The binding affinity (normalized) is 0.686. (4) The peptide sequence is GRYIVYSSY. The MHC is HLA-A26:01 with pseudo-sequence HLA-A26:01. The binding affinity (normalized) is 0.0847. (5) The peptide sequence is SSSIDVDKR. The MHC is HLA-A11:01 with pseudo-sequence HLA-A11:01. The binding affinity (normalized) is 0.218. (6) The binding affinity (normalized) is 0.888. The peptide sequence is YTISSESLV. The MHC is HLA-A68:02 with pseudo-sequence HLA-A68:02.